This data is from Catalyst prediction with 721,799 reactions and 888 catalyst types from USPTO. The task is: Predict which catalyst facilitates the given reaction. (1) Reactant: [CH3:1][C@@H:2]1[CH2:19][CH2:18][CH2:17][C@H:16]([NH:20][C:21](=[O:27])[O:22][C:23]([CH3:26])([CH3:25])[CH3:24])[C:15]2[CH:28]=[C:11]([CH:12]=[CH:13][N:14]=2)[C:10]2[CH:9]=[CH:8][CH:7]=[CH:6][C:5]=2[NH:4][C:3]1=[O:29].C1C(=O)N([Br:37])C(=O)C1. Product: [Br:37][C:8]1[CH:7]=[CH:6][C:5]2[NH:4][C:3](=[O:29])[C@H:2]([CH3:1])[CH2:19][CH2:18][CH2:17][C@H:16]([NH:20][C:21](=[O:27])[O:22][C:23]([CH3:25])([CH3:24])[CH3:26])[C:15]3[CH:28]=[C:11]([CH:12]=[CH:13][N:14]=3)[C:10]=2[CH:9]=1. The catalyst class is: 10. (2) Reactant: CN(C(ON1N=NC2C=CC=NC1=2)=[N+](C)C)C.F[P-](F)(F)(F)(F)F.CCN(C(C)C)C(C)C.[CH3:34][N:35]1[CH:39]=[N:38][C:37]([C:40]([OH:42])=O)=[N:36]1.[NH:43]1[C:51]2[C:46](=[C:47]([C:52]3[CH:53]=[C:54]([NH2:61])[C:55]4[CH:56]=[N:57][NH:58][C:59]=4[CH:60]=3)[CH:48]=[CH:49][CH:50]=2)[CH:45]=[CH:44]1. Product: [NH:43]1[C:51]2[C:46](=[C:47]([C:52]3[CH:60]=[C:59]4[C:55]([CH:56]=[N:57][NH:58]4)=[C:54]([NH:61][C:40]([C:37]4[N:38]=[CH:39][N:35]([CH3:34])[N:36]=4)=[O:42])[CH:53]=3)[CH:48]=[CH:49][CH:50]=2)[CH:45]=[CH:44]1. The catalyst class is: 3.